From a dataset of HIV replication inhibition screening data with 41,000+ compounds from the AIDS Antiviral Screen. Binary Classification. Given a drug SMILES string, predict its activity (active/inactive) in a high-throughput screening assay against a specified biological target. The compound is OCc1ccc(C2CC(c3ccco3)=NN2c2ccccc2)o1. The result is 0 (inactive).